This data is from Full USPTO retrosynthesis dataset with 1.9M reactions from patents (1976-2016). The task is: Predict the reactants needed to synthesize the given product. (1) Given the product [O:8]1[CH2:7][CH2:2][NH:1][CH2:6][CH2:5][O:58][B:59]1[C@@H:61]([NH:66][C:18](=[O:20])[C@@H:17]([NH:21][C:22]([C:24]1[CH:29]=[N:28][CH:27]=[CH:26][N:25]=1)=[O:23])[CH2:16][C:10]1[CH:11]=[CH:12][CH:13]=[CH:14][CH:15]=1)[CH2:62][CH:63]([CH3:65])[CH3:64], predict the reactants needed to synthesize it. The reactants are: [N:1]1[CH:6]=[CH:5]N=C[C:2]=1[C:7](N)=[O:8].[C:10]1([CH2:16][C@H:17]([NH:21][C:22]([C:24]2[CH:29]=[N:28][CH:27]=[CH:26][N:25]=2)=[O:23])[C:18]([OH:20])=O)[CH:15]=[CH:14][CH:13]=[CH:12][CH:11]=1.CN(C(ON1N=NC2C=CC=NC1=2)=[N+](C)C)C.F[P-](F)(F)(F)(F)F.Cl.C[C@]12[C@H]3C[C@H](C3(C)C)C[C@H]1[O:58][B:59]([C@@H:61]([NH2:66])[CH2:62][CH:63]([CH3:65])[CH3:64])O2.C(N(CC)C(C)C)(C)C. (2) Given the product [CH:1]1([C:4]2[N:5]=[CH:6][N:7]([C:9]3[CH:10]=[CH:11][C:12]([F:21])=[C:13]([CH:20]=3)[C:14]([O:16][CH:17]([CH3:18])[CH3:19])=[O:15])[CH:8]=2)[CH2:2][CH2:3]1, predict the reactants needed to synthesize it. The reactants are: [CH:1]1([C:4]2[N:5]=[C:6](S)[N:7]([C:9]3[CH:10]=[CH:11][C:12]([F:21])=[C:13]([CH:20]=3)[C:14]([O:16][CH:17]([CH3:19])[CH3:18])=[O:15])[CH:8]=2)[CH2:3][CH2:2]1.[N+]([O-])(O)=O. (3) Given the product [I:17][C:14]1[CH:15]=[CH:16][C:11]([O:10][C:7]2[CH:8]=[CH:9][C:4]([C:3]([O:2][CH3:1])=[O:20])=[CH:5][CH:6]=2)=[C:12]([CH:18]=[N:42][C:40]([O:49][Si:22]([CH3:29])([CH3:28])[CH3:21])=[CH2:41])[CH:13]=1, predict the reactants needed to synthesize it. The reactants are: [CH3:1][O:2][C:3](=[O:20])[C:4]1[CH:9]=[CH:8][C:7]([O:10][C:11]2[CH:16]=[CH:15][C:14]([I:17])=[CH:13][C:12]=2[CH:18]=O)=[CH:6][CH:5]=1.[CH3:21][Si:22]([CH3:29])([CH3:28])N[Si:22]([CH3:29])([CH3:28])[CH3:21].C([Li])CCC.C[Si](Cl)(C)C.[CH2:40]([N:42](CC)CC)[CH3:41].C(Cl)(=[O:49])C. (4) The reactants are: [C:1]([C:3]1[C:8]([F:9])=[C:7]([CH:10]2[O:14][CH2:13][CH2:12][O:11]2)[CH:6]=[CH:5][N:4]=1)#N.[OH-:15].[Na+].Cl.[OH2:18]. Given the product [F:9][C:8]1[C:3]([C:1]([OH:18])=[O:15])=[N:4][CH:5]=[CH:6][C:7]=1[CH:10]1[O:14][CH2:13][CH2:12][O:11]1, predict the reactants needed to synthesize it. (5) Given the product [ClH:31].[F:1][C:2]1[CH:3]=[C:4]([CH:19]=[CH:20][C:21]=1[F:22])[O:5][CH2:6]/[C:7](/[F:18])=[CH:8]\[CH2:9][NH2:10], predict the reactants needed to synthesize it. The reactants are: [F:1][C:2]1[CH:3]=[C:4]([CH:19]=[CH:20][C:21]=1[F:22])[O:5][CH2:6]/[C:7](/[F:18])=[CH:8]\[CH2:9][NH:10]C(=O)OC(C)(C)C.FC(F)(F)C(O)=O.C(Cl)[Cl:31]. (6) Given the product [CH3:35][C:33]1[CH:34]=[C:29]([CH3:28])[N:30]=[C:31]([N:36]2[CH2:43][CH:42]3[CH2:41][N:40]([C:6]([C:5]4[C:9]([N:13]5[N:17]=[CH:16][CH:15]=[N:14]5)=[CH:10][CH:11]=[CH:12][C:4]=4[F:3])=[O:8])[CH2:39][CH:38]3[CH2:37]2)[N:32]=1, predict the reactants needed to synthesize it. The reactants are: [OH-].[Na+].[F:3][C:4]1[CH:12]=[CH:11][CH:10]=[C:9]([N:13]2[N:17]=[CH:16][CH:15]=[N:14]2)[C:5]=1[C:6]([OH:8])=O.S(Cl)(Cl)=O.C(=O)([O-])[O-].[Na+].[Na+].[CH3:28][C:29]1[CH:34]=[C:33]([CH3:35])[N:32]=[C:31]([N:36]2[CH2:43][CH:42]3[CH:38]([CH2:39][NH:40][CH2:41]3)[CH2:37]2)[N:30]=1.